From a dataset of Full USPTO retrosynthesis dataset with 1.9M reactions from patents (1976-2016). Predict the reactants needed to synthesize the given product. Given the product [CH3:11][C@H:10]1[C:3]2[C:2]([C:16]3[CH:17]=[CH:18][C:13]([OH:12])=[CH:14][CH:15]=3)=[N:7][CH:6]=[N:5][C:4]=2[CH2:8][CH2:9]1, predict the reactants needed to synthesize it. The reactants are: Cl[C:2]1[C:3]2[C@H:10]([CH3:11])[CH2:9][CH2:8][C:4]=2[N:5]=[CH:6][N:7]=1.[OH:12][C:13]1[CH:18]=[CH:17][C:16](B(O)O)=[CH:15][CH:14]=1.C(=O)([O-])[O-].[Na+].[Na+].